This data is from NCI-60 drug combinations with 297,098 pairs across 59 cell lines. The task is: Regression. Given two drug SMILES strings and cell line genomic features, predict the synergy score measuring deviation from expected non-interaction effect. (1) Cell line: CAKI-1. Drug 1: C1CCC(CC1)NC(=O)N(CCCl)N=O. Synergy scores: CSS=35.5, Synergy_ZIP=-9.34, Synergy_Bliss=2.69, Synergy_Loewe=6.68, Synergy_HSA=6.57. Drug 2: CCCCC(=O)OCC(=O)C1(CC(C2=C(C1)C(=C3C(=C2O)C(=O)C4=C(C3=O)C=CC=C4OC)O)OC5CC(C(C(O5)C)O)NC(=O)C(F)(F)F)O. (2) Drug 1: CC1C(C(CC(O1)OC2CC(OC(C2O)C)OC3=CC4=CC5=C(C(=O)C(C(C5)C(C(=O)C(C(C)O)O)OC)OC6CC(C(C(O6)C)O)OC7CC(C(C(O7)C)O)OC8CC(C(C(O8)C)O)(C)O)C(=C4C(=C3C)O)O)O)O. Drug 2: CN(CC1=CN=C2C(=N1)C(=NC(=N2)N)N)C3=CC=C(C=C3)C(=O)NC(CCC(=O)O)C(=O)O. Cell line: HL-60(TB). Synergy scores: CSS=78.6, Synergy_ZIP=0.678, Synergy_Bliss=-0.851, Synergy_Loewe=-1.43, Synergy_HSA=-0.299. (3) Drug 1: CC1OCC2C(O1)C(C(C(O2)OC3C4COC(=O)C4C(C5=CC6=C(C=C35)OCO6)C7=CC(=C(C(=C7)OC)O)OC)O)O. Drug 2: COCCOC1=C(C=C2C(=C1)C(=NC=N2)NC3=CC=CC(=C3)C#C)OCCOC.Cl. Cell line: IGROV1. Synergy scores: CSS=39.4, Synergy_ZIP=4.29, Synergy_Bliss=7.76, Synergy_Loewe=14.0, Synergy_HSA=15.4.